Dataset: Forward reaction prediction with 1.9M reactions from USPTO patents (1976-2016). Task: Predict the product of the given reaction. Given the reactants C(NC(C)C)(C)C.C([Li])CCC.[Br:13][C:14]1[CH:15]=[CH:16][C:17]([F:20])=[N:18][CH:19]=1.CON(C)[C:24]([C:26]1[N:27]([CH2:31][CH3:32])[N:28]=[CH:29][CH:30]=1)=[O:25], predict the reaction product. The product is: [Br:13][C:14]1[CH:15]=[C:16]([C:24]([C:26]2[N:27]([CH2:31][CH3:32])[N:28]=[CH:29][CH:30]=2)=[O:25])[C:17]([F:20])=[N:18][CH:19]=1.